This data is from Forward reaction prediction with 1.9M reactions from USPTO patents (1976-2016). The task is: Predict the product of the given reaction. (1) Given the reactants C(N(CC)C(C)C)(C)C.[N+:10]([CH2:13][C:14]([C:16]1[CH:21]=[C:20]([F:22])[C:19]([F:23])=[CH:18][C:17]=1[F:24])=[O:15])([O-:12])=[O:11].I[CH2:26][C:27]([CH2:29]I)=[CH2:28], predict the reaction product. The product is: [CH2:26]=[C:27]1[CH2:29][C:13]([N+:10]([O-:12])=[O:11])=[C:14]([C:16]2[CH:21]=[C:20]([F:22])[C:19]([F:23])=[CH:18][C:17]=2[F:24])[O:15][CH2:28]1. (2) Given the reactants [Cl:1][C:2]1[N:10]=[C:9]2[C:5]([N:6]=[CH:7][NH:8]2)=[C:4]([NH:11][C:12]2[CH:17]=[CH:16][C:15]([Cl:18])=[CH:14][CH:13]=2)[N:3]=1.C(=O)([O-])[O-].[K+].[K+].[CH2:25](I)[CH3:26], predict the reaction product. The product is: [Cl:1][C:2]1[N:10]=[C:9]2[C:5]([N:6]=[CH:7][N:8]2[CH2:25][CH3:26])=[C:4]([NH:11][C:12]2[CH:13]=[CH:14][C:15]([Cl:18])=[CH:16][CH:17]=2)[N:3]=1. (3) Given the reactants [CH:1]1[C:13]2[NH:12][C:11]3[C:6](=[CH:7][CH:8]=[CH:9][CH:10]=3)[C:5]=2[CH:4]=[CH:3][CH:2]=1.[Br:14]N1C(=O)CCC1=O, predict the reaction product. The product is: [Br:14][C:3]1[CH:2]=[CH:1][C:13]2[NH:12][C:11]3[C:6]([C:5]=2[CH:4]=1)=[CH:7][CH:8]=[CH:9][CH:10]=3. (4) Given the reactants Br[C:2]1[CH:3]=[C:4]2[C:9](=[CH:10][CH:11]=1)[C:8](=[O:12])[NH:7][N:6]=[C:5]2[Cl:13].[CH3:14][N:15]([CH3:25])[CH2:16][CH2:17][CH2:18][N:19]1[CH2:24][CH2:23][NH:22][CH2:21][CH2:20]1.C1C=CC(P(C2C(C3C(P(C4C=CC=CC=4)C4C=CC=CC=4)=CC=C4C=3C=CC=C4)=C3C(C=CC=C3)=CC=2)C2C=CC=CC=2)=CC=1.CC([O-])(C)C.[Na+], predict the reaction product. The product is: [Cl:13][C:5]1[C:4]2[C:9](=[CH:10][CH:11]=[C:2]([N:22]3[CH2:23][CH2:24][N:19]([CH2:18][CH2:17][CH2:16][N:15]([CH3:14])[CH3:25])[CH2:20][CH2:21]3)[CH:3]=2)[C:8](=[O:12])[NH:7][N:6]=1.